From a dataset of Forward reaction prediction with 1.9M reactions from USPTO patents (1976-2016). Predict the product of the given reaction. (1) Given the reactants [NH2:1][C:2]12[C:20](=[O:21])[C:19]3[C:14](=[CH:15][CH:16]=[CH:17][CH:18]=3)[C:3]1([OH:22])[O:4][C:5]1[CH:10]=[C:9]([CH:11]([CH3:13])[CH3:12])[CH:8]=[CH:7][C:6]=12.[CH3:23][C:24]([CH3:31])([CH3:30])[C:25](=[O:29])[C:26](O)=[O:27].O=P(Cl)(Cl)Cl, predict the reaction product. The product is: [OH:22][C:3]12[C:14]3[C:19](=[CH:18][CH:17]=[CH:16][CH:15]=3)[C:20](=[O:21])[C:2]1([NH:1][C:26](=[O:27])[C:25](=[O:29])[C:24]([CH3:31])([CH3:30])[CH3:23])[C:6]1[CH:7]=[CH:8][C:9]([CH:11]([CH3:13])[CH3:12])=[CH:10][C:5]=1[O:4]2. (2) Given the reactants Cl.Cl.[CH3:3][O:4][C:5]1[CH:29]=[CH:28][CH:27]=[CH:26][C:6]=1[O:7][C:8]1[CH:25]=[CH:24][CH:23]=[CH:22][C:9]=1[CH2:10][N:11]1[CH2:16][CH2:15][C:14]2([CH2:21][CH2:20][NH:19][CH2:18][CH2:17]2)[CH2:13][CH2:12]1.[C:30](O)(=[O:38])[C:31]1[CH:36]=[CH:35][CH:34]=[N+:33]([O-:37])[CH:32]=1, predict the reaction product. The product is: [CH3:3][O:4][C:5]1[CH:29]=[CH:28][CH:27]=[CH:26][C:6]=1[O:7][C:8]1[CH:25]=[CH:24][CH:23]=[CH:22][C:9]=1[CH2:10][N:11]1[CH2:12][CH2:13][C:14]2([CH2:17][CH2:18][N:19]([C:30]([C:31]3[CH:32]=[N+:33]([O-:37])[CH:34]=[CH:35][CH:36]=3)=[O:38])[CH2:20][CH2:21]2)[CH2:15][CH2:16]1. (3) Given the reactants C([N:8]([CH:19]1[CH2:24][CH2:23][N:22]([CH2:25][CH2:26][OH:27])[CH2:21][CH:20]1[F:28])C(=O)OCC1C=CC=CC=1)C1C=CC=CC=1.CO.ClCCl.[C:42](O[C:42]([O:44][C:45]([CH3:48])([CH3:47])[CH3:46])=[O:43])([O:44][C:45]([CH3:48])([CH3:47])[CH3:46])=[O:43], predict the reaction product. The product is: [F:28][CH:20]1[CH:19]([NH:8][C:42](=[O:43])[O:44][C:45]([CH3:46])([CH3:47])[CH3:48])[CH2:24][CH2:23][N:22]([CH2:25][CH2:26][OH:27])[CH2:21]1. (4) Given the reactants [Br:1][C:2]1[CH:3]=[C:4]2[C:9](=[CH:10][CH:11]=1)[N:8]=[CH:7][C:6]([C:12]([CH:14]1[CH2:16][CH2:15]1)=[O:13])=[C:5]2Cl.[NH2:18][C:19]1[CH:24]=[CH:23][N:22]=[C:21]([N:25]2[CH2:30][CH2:29][CH:28]([NH:31][C:32](=[O:38])[O:33][C:34]([CH3:37])([CH3:36])[CH3:35])[CH2:27][CH2:26]2)[CH:20]=1, predict the reaction product. The product is: [Br:1][C:2]1[CH:3]=[C:4]2[C:9](=[CH:10][CH:11]=1)[N:8]=[CH:7][C:6]([C:12]([CH:14]1[CH2:16][CH2:15]1)=[O:13])=[C:5]2[NH:18][C:19]1[CH:24]=[CH:23][N:22]=[C:21]([N:25]2[CH2:30][CH2:29][CH:28]([NH:31][C:32](=[O:38])[O:33][C:34]([CH3:36])([CH3:35])[CH3:37])[CH2:27][CH2:26]2)[CH:20]=1. (5) Given the reactants Cl.Cl.[NH2:3][C:4]1[CH:36]=[CH:35][C:7]([O:8][C:9]2[CH:10]=[CH:11][C:12]3[N:16]=[C:15]([CH2:17][O:18][C:19]4[CH:32]=[CH:31][C:22]([CH2:23][CH:24]5[S:28][C:27](=[O:29])[NH:26][C:25]5=[O:30])=[CH:21][CH:20]=4)[N:14]([CH3:33])[C:13]=3[CH:34]=2)=[CH:6][CH:5]=1.[C:37]([C:41]1[CH:42]=[C:43]([CH:47]=[C:48]([C:51]([CH3:54])([CH3:53])[CH3:52])[C:49]=1[OH:50])[C:44](O)=[O:45])([CH3:40])([CH3:39])[CH3:38].C(N(CC)CC)C.Cl.C(N=C=NCCCN(C)C)C, predict the reaction product. The product is: [C:51]([C:48]1[CH:47]=[C:43]([CH:42]=[C:41]([C:37]([CH3:40])([CH3:39])[CH3:38])[C:49]=1[OH:50])[C:44]([NH:3][C:4]1[CH:36]=[CH:35][C:7]([O:8][C:9]2[CH:10]=[CH:11][C:12]3[N:16]=[C:15]([CH2:17][O:18][C:19]4[CH:32]=[CH:31][C:22]([CH2:23][CH:24]5[S:28][C:27](=[O:29])[NH:26][C:25]5=[O:30])=[CH:21][CH:20]=4)[N:14]([CH3:33])[C:13]=3[CH:34]=2)=[CH:6][CH:5]=1)=[O:45])([CH3:54])([CH3:53])[CH3:52]. (6) Given the reactants [Cl:1][C:2]1[CH:19]=[CH:18][C:5]2=[C:6](/[CH:14]=[CH:15]\[C:16]#[N:17])[CH:7]=[C:8]3[C:13]([CH:12]=[N:11][CH:10]=[CH:9]3)=[C:4]2[CH:3]=1.[BH4-].[Na+], predict the reaction product. The product is: [Cl:1][C:2]1[CH:19]=[CH:18][C:5]2=[C:6]([CH2:14][CH2:15][C:16]#[N:17])[CH:7]=[C:8]3[C:13]([CH:12]=[N:11][CH:10]=[CH:9]3)=[C:4]2[CH:3]=1.